Task: Regression. Given two drug SMILES strings and cell line genomic features, predict the synergy score measuring deviation from expected non-interaction effect.. Dataset: NCI-60 drug combinations with 297,098 pairs across 59 cell lines Drug 1: CN(C)N=NC1=C(NC=N1)C(=O)N. Drug 2: B(C(CC(C)C)NC(=O)C(CC1=CC=CC=C1)NC(=O)C2=NC=CN=C2)(O)O. Cell line: OVCAR-5. Synergy scores: CSS=-0.114, Synergy_ZIP=-0.468, Synergy_Bliss=-1.67, Synergy_Loewe=-2.79, Synergy_HSA=-2.88.